Dataset: Forward reaction prediction with 1.9M reactions from USPTO patents (1976-2016). Task: Predict the product of the given reaction. Given the reactants Br[CH:2]=[C:3]([C:5]1[CH:6]=[CH:7][C:8]([O:11][CH3:12])=[N:9][CH:10]=1)[CH3:4].P([O-])([O-])([O-])=O.[K+].[K+].[K+].N1CCC[C@H]1C(O)=O.[Cl:29][C:30]1[CH:38]=[CH:37][C:36]2[NH:35][C:34]3[CH2:39][CH2:40][N:41]([CH3:43])[CH2:42][C:33]=3[C:32]=2[CH:31]=1, predict the reaction product. The product is: [Cl:29][C:30]1[CH:38]=[CH:37][C:36]2[N:35](/[CH:2]=[C:3](/[C:5]3[CH:10]=[N:9][C:8]([O:11][CH3:12])=[CH:7][CH:6]=3)\[CH3:4])[C:34]3[CH2:39][CH2:40][N:41]([CH3:43])[CH2:42][C:33]=3[C:32]=2[CH:31]=1.